Dataset: Peptide-MHC class I binding affinity with 185,985 pairs from IEDB/IMGT. Task: Regression. Given a peptide amino acid sequence and an MHC pseudo amino acid sequence, predict their binding affinity value. This is MHC class I binding data. (1) The peptide sequence is SVQRNLPFER. The MHC is HLA-A03:01 with pseudo-sequence HLA-A03:01. The binding affinity (normalized) is 0.149. (2) The peptide sequence is SELTVSPPD. The MHC is HLA-A26:01 with pseudo-sequence HLA-A26:01. The binding affinity (normalized) is 0.0847. (3) The peptide sequence is HMQISTIGI. The MHC is HLA-B15:01 with pseudo-sequence HLA-B15:01. The binding affinity (normalized) is 0.152. (4) The peptide sequence is STAPSSPPPY. The MHC is HLA-A01:01 with pseudo-sequence HLA-A01:01. The binding affinity (normalized) is 0.674. (5) The peptide sequence is IMDEPTSSL. The MHC is HLA-A02:01 with pseudo-sequence HLA-A02:01. The binding affinity (normalized) is 0.696. (6) The peptide sequence is VTLLCVLPAV. The MHC is HLA-A02:01 with pseudo-sequence HLA-A02:01. The binding affinity (normalized) is 0.876. (7) The peptide sequence is LDLAIQQLQNL. The binding affinity (normalized) is 0.577. The MHC is H-2-Kk with pseudo-sequence H-2-Kk.